From a dataset of Reaction yield outcomes from USPTO patents with 853,638 reactions. Predict the reaction yield, written as a fraction of the theoretical maximum amount of product (1.0 means a 100% yield; for example, 0.34 means a 34% yield). (1) The reactants are [CH3:1][C:2]1([CH3:16])[C:6]([CH3:8])([CH3:7])[O:5][B:4]([C:9]2[CH:14]=[CH:13][C:12]([OH:15])=[CH:11][CH:10]=2)[O:3]1.[N:17]1([CH2:23][CH2:24]O)[CH2:22][CH2:21][O:20][CH2:19][CH2:18]1.C1(P(C2C=CC=CC=2)C2C=CC=CC=2)C=CC=CC=1.CC(OC(/N=N/C(OC(C)C)=O)=O)C. The catalyst is C(Cl)Cl. The product is [CH3:8][C:6]1([CH3:7])[C:2]([CH3:16])([CH3:1])[O:3][B:4]([C:9]2[CH:14]=[CH:13][C:12]([O:15][CH2:24][CH2:23][N:17]3[CH2:22][CH2:21][O:20][CH2:19][CH2:18]3)=[CH:11][CH:10]=2)[O:5]1. The yield is 0.740. (2) The reactants are [F:1][C:2]1([F:60])[CH2:7][CH2:6][CH:5]([C:8]2[C:17]3[CH:16]([O:18]CC4C=CC(OC)=CC=4)[CH2:15][C:14]([CH3:29])([CH3:28])[CH2:13][C:12]=3[N:11]=[C:10]([CH:30]3[CH2:35][CH2:34][N:33]([C:36]4[N:41]=[CH:40][C:39]([CH:42](O)[CH2:43][CH:44]([CH3:46])[CH3:45])=[CH:38][N:37]=4)[CH2:32][CH2:31]3)[C:9]=2[CH:48]([F:59])[C:49]2[CH:54]=[CH:53][C:52]([C:55]([F:58])([F:57])[F:56])=[CH:51][CH:50]=2)[CH2:4][CH2:3]1.Cl.C(=O)([O-])O.[Na+]. The catalyst is O1CCOCC1. The product is [F:60][C:2]1([F:1])[CH2:3][CH2:4][CH:5]([C:8]2[C:17]3[CH:16]([OH:18])[CH2:15][C:14]([CH3:28])([CH3:29])[CH2:13][C:12]=3[N:11]=[C:10]([CH:30]3[CH2:31][CH2:32][N:33]([C:36]4[N:41]=[CH:40][C:39](/[CH:42]=[CH:43]/[CH:44]([CH3:45])[CH3:46])=[CH:38][N:37]=4)[CH2:34][CH2:35]3)[C:9]=2[CH:48]([F:59])[C:49]2[CH:50]=[CH:51][C:52]([C:55]([F:56])([F:58])[F:57])=[CH:53][CH:54]=2)[CH2:6][CH2:7]1. The yield is 0.730. (3) The reactants are [CH2:1]([OH:6])[CH2:2][CH2:3][CH2:4][CH3:5].[C:7]1([CH3:17])[CH:12]=[CH:11][C:10]([S:13](Cl)(=[O:15])=[O:14])=[CH:9][CH:8]=1. The catalyst is C(Cl)Cl.N1C=CC=CC=1.CN(C)C1C=CN=CC=1. The product is [CH3:17][C:7]1[CH:12]=[CH:11][C:10]([S:13]([O:6][CH2:1][CH2:2][CH2:3][CH2:4][CH3:5])(=[O:15])=[O:14])=[CH:9][CH:8]=1. The yield is 0.630. (4) The reactants are FC1C=C(N(C)[C:9]2[CH:17]=[CH:16][C:12]([C:13]([OH:15])=O)=[CH:11][CH:10]=2)C=CC=1.Cl.[Br:20][C:21]1[CH:22]=[C:23]2[C:27](=[CH:28][CH:29]=1)[NH:26][CH:25]=[C:24]2[CH2:30][CH2:31][NH2:32].CN(C(ON1N=N[C:43]2[CH:44]=[CH:45][CH:46]=N[C:42]1=2)=[N+](C)C)C.[F:50][P-](F)(F)(F)(F)F.C(N([CH2:64][CH3:65])C(C)C)(C)C. The catalyst is CN(C=O)C. The product is [Br:20][C:21]1[CH:22]=[C:23]2[C:27](=[CH:28][CH:29]=1)[NH:26][CH:25]=[C:24]2[CH2:30][CH2:31][NH:32][C:13](=[O:15])[C:12]1[CH:11]=[CH:10][C:9]([CH2:42][C:43]2[CH:65]=[CH:64][CH:46]=[C:45]([F:50])[CH:44]=2)=[CH:17][CH:16]=1. The yield is 0.810. (5) The reactants are [C:1]([C:3]1[CH:4]=[CH:5][C:6]2[N:7]([CH3:16])[C:8]3[C:13]([C:14]=2[CH:15]=1)=[CH:12][CH:11]=[CH:10][CH:9]=3)#[N:2].[N-:17]=[N+:18]=[N-:19].[Na+].[Cl-].[NH4+].O. The catalyst is CN(C=O)C. The product is [NH:17]1[C:1]([C:3]2[CH:4]=[CH:5][C:6]3[N:7]([CH3:16])[C:8]4[C:13]([C:14]=3[CH:15]=2)=[CH:12][CH:11]=[CH:10][CH:9]=4)=[N:2][N:19]=[N:18]1. The yield is 0.870. (6) The reactants are [C:1](=O)([O-])[O-].[Cs+].[Cs+].BrC[CH2:9][CH:10]1O[CH2:13][CH2:12][O:11]1.CN(C)[CH:17]=[O:18].[Cl:20][C:21]1[CH:22]=[C:23]([OH:28])[CH:24]=[N:25][C:26]=1[F:27]. The catalyst is O. The product is [Cl:20][C:21]1[C:26]([F:27])=[N:25][CH:24]=[C:23]([O:28][CH2:9][CH:10]([O:18][CH2:17][CH3:1])[O:11][CH2:12][CH3:13])[CH:22]=1. The yield is 0.620.